Task: Predict the reaction yield, written as a fraction of the theoretical maximum amount of product (1.0 means a 100% yield; for example, 0.34 means a 34% yield).. Dataset: Reaction yield outcomes from USPTO patents with 853,638 reactions (1) The reactants are O[C:2]1[C:7]([CH2:8][CH2:9][CH3:10])=[C:6]([OH:11])[CH:5]=[CH:4][C:3]=1[C:12](=[N:14][OH:15])[CH3:13].C(N(S(F)(F)F)CC)C. The catalyst is C(Cl)Cl. The product is [CH3:13][C:12]1[C:3]2[CH:4]=[CH:5][C:6]([OH:11])=[C:7]([CH2:8][CH2:9][CH3:10])[C:2]=2[O:15][N:14]=1. The yield is 0.770. (2) The reactants are [C:1]([C:5]1[CH:10]=[C:9]([F:11])[C:8]([N+:12]([O-])=O)=[CH:7][C:6]=1[OH:15])([CH3:4])([CH3:3])[CH3:2].C([O-])=O.[NH4+]. The product is [C:1]([C:5]1[CH:10]=[C:9]([F:11])[C:8]([NH2:12])=[CH:7][C:6]=1[OH:15])([CH3:4])([CH3:2])[CH3:3]. The catalyst is CCO.[Pd]. The yield is 0.830. (3) The reactants are Cl[C:2]1[CH:3]=[CH:4][C:5]2[N:6]([C:8]([CH2:11][NH:12][C:13](=[O:19])[O:14][C:15]([CH3:18])([CH3:17])[CH3:16])=[N:9][N:10]=2)[N:7]=1.[F:20][C:21]1[CH:26]=[C:25](B2OC(C)(C)C(C)(C)O2)[CH:24]=[CH:23][C:22]=1[N:36]1[CH2:40][CH2:39][CH2:38][C:37]1=[O:41].C(=O)([O-])[O-].[Cs+].[Cs+].O1CCOCC1.O. No catalyst specified. The product is [F:20][C:21]1[CH:26]=[C:25]([C:2]2[CH:3]=[CH:4][C:5]3[N:6]([C:8]([CH2:11][NH:12][C:13](=[O:19])[O:14][C:15]([CH3:18])([CH3:17])[CH3:16])=[N:9][N:10]=3)[N:7]=2)[CH:24]=[CH:23][C:22]=1[N:36]1[CH2:40][CH2:39][CH2:38][C:37]1=[O:41]. The yield is 0.519. (4) The reactants are [NH2:1][C:2]1[CH:10]=[CH:9][CH:8]=[C:7]([N+:11]([O-:13])=[O:12])[C:3]=1[C:4]([OH:6])=[O:5].[C:14](OC(=O)C)(=O)[CH3:15]. No catalyst specified. The product is [CH3:14][C:15]1[O:5][C:4](=[O:6])[C:3]2[C:7]([N+:11]([O-:13])=[O:12])=[CH:8][CH:9]=[CH:10][C:2]=2[N:1]=1. The yield is 0.850. (5) The reactants are [Br:1][C:2]1[CH:7]=[CH:6][C:5](I)=[C:4]([O:9][C:10]([F:13])([F:12])[F:11])[CH:3]=1.CC(O)(C)[C:16]#[C:17][C:18]1[CH:27]=[CH:26][C:21]([O:22][CH2:23][CH2:24][OH:25])=[CH:20][CH:19]=1. The catalyst is [Cu]I.Cl[Pd](Cl)([P](C1C=CC=CC=1)(C1C=CC=CC=1)C1C=CC=CC=1)[P](C1C=CC=CC=1)(C1C=CC=CC=1)C1C=CC=CC=1.C1(P(C2C=CC=CC=2)C2C=CC=CC=2)C=CC=CC=1.C(N(CC)CC)C. The product is [Br:1][C:2]1[CH:7]=[CH:6][C:5]([C:16]#[C:17][C:18]2[CH:27]=[CH:26][C:21]([O:22][CH2:23][CH2:24][OH:25])=[CH:20][CH:19]=2)=[C:4]([O:9][C:10]([F:13])([F:12])[F:11])[CH:3]=1. The yield is 0.820. (6) The reactants are [N+:1]([C:4]1[CH:5]=[C:6]([CH:10]=[C:11]([C:13]([F:16])([F:15])[F:14])[CH:12]=1)[C:7](O)=[O:8])([O-:3])=[O:2].O=S(Cl)[Cl:19].CC(=O)OCC. The catalyst is C(Cl)Cl. The product is [N+:1]([C:4]1[CH:5]=[C:6]([CH:10]=[C:11]([C:13]([F:16])([F:15])[F:14])[CH:12]=1)[C:7]([Cl:19])=[O:8])([O-:3])=[O:2]. The yield is 0.760.